From a dataset of Catalyst prediction with 721,799 reactions and 888 catalyst types from USPTO. Predict which catalyst facilitates the given reaction. (1) Reactant: [CH3:1][O:2][C:3]1[C:8]([CH2:9][N:10]2[CH2:15][CH2:14][C:13](=[CH:16][C:17]([O:19][CH2:20][CH3:21])=[O:18])[CH2:12][CH2:11]2)=[CH:7][CH:6]=[CH:5][N:4]=1.[H][H]. Product: [CH3:1][O:2][C:3]1[C:8]([CH2:9][N:10]2[CH2:15][CH2:14][CH:13]([CH2:16][C:17]([O:19][CH2:20][CH3:21])=[O:18])[CH2:12][CH2:11]2)=[CH:7][CH:6]=[CH:5][N:4]=1. The catalyst class is: 586. (2) Reactant: [CH3:1][C:2]1[CH:3]=[C:4]([CH:8]=[CH:9][C:10]=1[C:11]([N:13]1[CH2:17][CH2:16][CH2:15][CH2:14]1)=[O:12])[C:5]([OH:7])=O.CN(C(ON1N=NC2C=CC=CC1=2)=[N+](C)C)C.[B-](F)(F)(F)F.C(N(C(C)C)CC)(C)C.[Cl:49][C:50]1[CH:64]=[CH:63][C:53]2[NH:54][C:55]([C@@H:57]([NH2:62])[C:58]([CH3:61])([CH3:60])[CH3:59])=[N:56][C:52]=2[CH:51]=1.ClCl. Product: [Cl:49][C:50]1[CH:64]=[CH:63][C:53]2[NH:54][C:55]([C@@H:57]([NH:62][C:5](=[O:7])[C:4]3[CH:8]=[CH:9][C:10]([C:11]([N:13]4[CH2:17][CH2:16][CH2:15][CH2:14]4)=[O:12])=[C:2]([CH3:1])[CH:3]=3)[C:58]([CH3:60])([CH3:61])[CH3:59])=[N:56][C:52]=2[CH:51]=1. The catalyst class is: 54. (3) Reactant: [CH3:1][O:2][C:3](=[O:18])[C:4]1[CH:9]=[CH:8][C:7]([C:10]2[CH:11]=[N:12][C:13]([NH2:17])=[C:14]([OH:16])[CH:15]=2)=[CH:6][CH:5]=1.C(N(CC)C(C)C)(C)C.[CH3:28][C:29]1[CH:34]=[CH:33][C:32]([S:35](Cl)(=[O:37])=[O:36])=[CH:31][CH:30]=1. Product: [CH3:1][O:2][C:3](=[O:18])[C:4]1[CH:5]=[CH:6][C:7]([C:10]2[CH:11]=[N:12][C:13]([NH2:17])=[C:14]([O:16][S:35]([C:32]3[CH:33]=[CH:34][C:29]([CH3:28])=[CH:30][CH:31]=3)(=[O:37])=[O:36])[CH:15]=2)=[CH:8][CH:9]=1. The catalyst class is: 64. (4) Reactant: [H-].[Al+3].[Li+].[H-].[H-].[H-].Cl.[NH2:8][C@H:9]([C:16]1[CH:21]=[CH:20][CH:19]=[CH:18][CH:17]=1)[CH2:10][C:11](OCC)=[O:12].O. Product: [NH2:8][C@H:9]([C:16]1[CH:21]=[CH:20][CH:19]=[CH:18][CH:17]=1)[CH2:10][CH2:11][OH:12]. The catalyst class is: 1. (5) Reactant: [CH3:1][C:2]1[C:6]2[CH:7]=[CH:8][C:9]([CH3:11])=[CH:10][C:5]=2[O:4][C:3]=1[C:12]([CH2:19][CH2:20][CH2:21][CH3:22])=[CH:13][C:14]([O:16][CH2:17][CH3:18])=[O:15]. Product: [CH3:1][C:2]1[C:6]2[CH:7]=[CH:8][C:9]([CH3:11])=[CH:10][C:5]=2[O:4][C:3]=1[CH:12]([CH2:19][CH2:20][CH2:21][CH3:22])[CH2:13][C:14]([O:16][CH2:17][CH3:18])=[O:15]. The catalyst class is: 99. (6) The catalyst class is: 2. Product: [Cl:12][C:9]1[CH:8]=[CH:7][C:6]([CH:5]2[CH2:4][CH2:3][NH:2][C:18](=[O:20])[C:17]3[S:16][C:15]([N:21]4[CH2:26][CH2:25][O:24][CH2:23][CH2:22]4)=[N:14][C:13]2=3)=[CH:11][CH:10]=1. Reactant: Cl.[NH2:2][CH2:3][CH2:4][CH:5]([C:13]1[N:14]=[C:15]([N:21]2[CH2:26][CH2:25][O:24][CH2:23][CH2:22]2)[S:16][C:17]=1[C:18]([OH:20])=O)[C:6]1[CH:11]=[CH:10][C:9]([Cl:12])=[CH:8][CH:7]=1.ON1C2C=CC=CC=2N=N1.Cl.CN(C)CCCN=C=NCC.C(N(CC)C(C)C)(C)C. (7) Reactant: [N+:1]([C:4]1[CH:13]=[CH:12][C:7]([C:8]([O:10][CH3:11])=[O:9])=[C:6]([CH:14]=[CH2:15])[CH:5]=1)([O-])=O. Product: [NH2:1][C:4]1[CH:13]=[CH:12][C:7]([C:8]([O:10][CH3:11])=[O:9])=[C:6]([CH2:14][CH3:15])[CH:5]=1. The catalyst class is: 5. (8) Reactant: [Cl:1][C:2]1[CH:7]=[CH:6][C:5]([C:8]2([C:12]([N:14]3[CH2:19][CH2:18][CH2:17][CH:16]([CH2:20][O:21]S(C)(=O)=O)[CH2:15]3)=[O:13])[CH2:11][CH2:10][CH2:9]2)=[CH:4][CH:3]=1.[CH2:26]1[O:30][C:29]2[CH:31]=[C:32](O)[CH:33]=[CH:34][C:28]=2[O:27]1.C(=O)([O-])[O-].[Cs+].[Cs+]. Product: [O:27]1[C:28]2[CH:34]=[CH:33][C:32]([O:21][CH2:20][CH:16]3[CH2:17][CH2:18][CH2:19][N:14]([C:12]([C:8]4([C:5]5[CH:6]=[CH:7][C:2]([Cl:1])=[CH:3][CH:4]=5)[CH2:11][CH2:10][CH2:9]4)=[O:13])[CH2:15]3)=[CH:31][C:29]=2[O:30][CH2:26]1. The catalyst class is: 10.